This data is from Forward reaction prediction with 1.9M reactions from USPTO patents (1976-2016). The task is: Predict the product of the given reaction. Given the reactants [OH:1]/[N:2]=[C:3](/[O:5][CH2:6][CH3:7])\[CH3:4].C(N(CC)CC)C.[CH3:15][C:16]1[CH:21]=[C:20]([CH3:22])[CH:19]=[C:18]([CH3:23])[C:17]=1[S:24](Cl)(=[O:26])=[O:25], predict the reaction product. The product is: [CH3:15][C:16]1[CH:21]=[C:20]([CH3:22])[CH:19]=[C:18]([CH3:23])[C:17]=1[S:24]([O:1]/[N:2]=[C:3](/[O:5][CH2:6][CH3:7])\[CH3:4])(=[O:25])=[O:26].